This data is from Forward reaction prediction with 1.9M reactions from USPTO patents (1976-2016). The task is: Predict the product of the given reaction. (1) Given the reactants [OH:1][C:2]12[C:13]3[C:8](=[C:9]([N+:14]([O-])=O)[CH:10]=[CH:11][CH:12]=3)[C:7](=[O:17])[C:6]1([NH:18][C:19]([C:21]1[NH:22][N:23]=[C:24]3[C:29]=1[CH:28]=[CH:27][CH:26]=[CH:25]3)=[O:20])[C:5]1[CH:30]=[CH:31][C:32]([CH:34]([CH3:36])[CH3:35])=[CH:33][C:4]=1[O:3]2.C(O)C, predict the reaction product. The product is: [NH2:14][C:9]1[CH:10]=[CH:11][CH:12]=[C:13]2[C:8]=1[C:7](=[O:17])[C:6]1([NH:18][C:19]([C:21]3[NH:22][N:23]=[C:24]4[C:29]=3[CH:28]=[CH:27][CH:26]=[CH:25]4)=[O:20])[C:5]3[CH:30]=[CH:31][C:32]([CH:34]([CH3:36])[CH3:35])=[CH:33][C:4]=3[O:3][C:2]12[OH:1]. (2) Given the reactants [Cl:1][C:2]1[CH:7]=[CH:6][C:5]([C:8]2([C:12]([N:14]3[CH2:20][CH2:19][CH2:18][CH2:17][CH:16]([CH2:21][O:22][C:23]4[CH:28]=[CH:27][C:26]([C:29]([F:32])([F:31])[F:30])=[CH:25][CH:24]=4)[CH2:15]3)=O)[CH2:11][CH2:10][CH2:9]2)=[CH:4][CH:3]=1.[H-].COCCO[Al+]OCCOC.[Na+].[H-], predict the reaction product. The product is: [Cl:1][C:2]1[CH:7]=[CH:6][C:5]([C:8]2([CH2:12][N:14]3[CH2:20][CH2:19][CH2:18][CH2:17][CH:16]([CH2:21][O:22][C:23]4[CH:24]=[CH:25][C:26]([C:29]([F:32])([F:30])[F:31])=[CH:27][CH:28]=4)[CH2:15]3)[CH2:9][CH2:10][CH2:11]2)=[CH:4][CH:3]=1. (3) The product is: [F:1][C:2]1[C:10]2[N:9]([CH2:35][C:34]([C:36]3[CH:41]=[CH:40][C:39]([F:42])=[CH:38][CH:37]=3)=[CH2:33])[C:8]3[CH2:11][CH2:12][N:13]([CH3:15])[CH2:14][C:7]=3[C:6]=2[CH:5]=[CH:4][CH:3]=1. Given the reactants [F:1][C:2]1[C:10]2[NH:9][C:8]3[CH2:11][CH2:12][N:13]([CH3:15])[CH2:14][C:7]=3[C:6]=2[CH:5]=[CH:4][CH:3]=1.N1CCC[C@H]1C(O)=O.[O-]P([O-])([O-])=O.[K+].[K+].[K+].Br[CH:33]=[C:34]([C:36]1[CH:41]=[CH:40][C:39]([F:42])=[CH:38][CH:37]=1)[CH3:35], predict the reaction product.